From a dataset of Catalyst prediction with 721,799 reactions and 888 catalyst types from USPTO. Predict which catalyst facilitates the given reaction. (1) Product: [OH:9][C:5]1[CH:6]=[C:7]([CH3:8])[C:2]2[NH:1][C:19](=[O:20])[CH2:18][O:10][C:3]=2[CH:4]=1. The catalyst class is: 47. Reactant: [NH2:1][C:2]1[C:7]([CH3:8])=[CH:6][C:5]([OH:9])=[CH:4][C:3]=1[OH:10].C(=O)([O-])[O-].[K+].[K+].Br[CH2:18][C:19](Cl)=[O:20].Cl. (2) Reactant: [H-].[H-].[H-].[H-].[Li+].[Al+3].C([O:9][C:10](=O)[C:11]1[CH:16]=[CH:15][CH:14]=[C:13]([O:17][C:18]([CH3:21])([CH3:20])[CH3:19])[CH:12]=1)C. Product: [C:18]([O:17][C:13]1[CH:12]=[C:11]([CH2:10][OH:9])[CH:16]=[CH:15][CH:14]=1)([CH3:21])([CH3:19])[CH3:20]. The catalyst class is: 27.